This data is from Aqueous solubility values for 9,982 compounds from the AqSolDB database. The task is: Regression/Classification. Given a drug SMILES string, predict its absorption, distribution, metabolism, or excretion properties. Task type varies by dataset: regression for continuous measurements (e.g., permeability, clearance, half-life) or binary classification for categorical outcomes (e.g., BBB penetration, CYP inhibition). For this dataset (solubility_aqsoldb), we predict Y. The drug is Cc1ccc([N+](=O)[O-])cc1. The Y is -2.51 log mol/L.